This data is from Catalyst prediction with 721,799 reactions and 888 catalyst types from USPTO. The task is: Predict which catalyst facilitates the given reaction. Reactant: [N:1]([CH:4]([O:16][CH2:17][CH2:18][O:19][CH2:20][C:21]([O:23][CH2:24][CH3:25])=[O:22])[CH2:5][O:6][C:7]1[CH:8]=[C:9]([CH:13]=[CH:14][CH:15]=1)[C:10]([OH:12])=O)=[N+:2]=[N-:3].[C:26](NCCN)([O:28][C:29]([CH3:32])([CH3:31])[CH3:30])=[O:27].C1C[N:40]([P+](ON2N=NC3C=CC=CC2=3)(N2CCCC2)N2CCCC2)[CH2:39][CH2:38]1.F[P-](F)(F)(F)(F)F.CCN(C(C)C)C(C)C. Product: [CH2:24]([O:23][C:21](=[O:22])[CH2:20][O:19][CH2:18][CH2:17][O:16][CH:4]([N:1]=[N+:2]=[N-:3])[CH2:5][O:6][C:7]1[CH:15]=[CH:14][CH:13]=[C:9]([C:10](=[O:12])[NH:40][CH2:39][CH2:38][C:26]([O:28][C:29]([CH3:30])([CH3:31])[CH3:32])=[O:27])[CH:8]=1)[CH3:25]. The catalyst class is: 13.